Task: Regression. Given two drug SMILES strings and cell line genomic features, predict the synergy score measuring deviation from expected non-interaction effect.. Dataset: NCI-60 drug combinations with 297,098 pairs across 59 cell lines Drug 1: CC1=C(C=C(C=C1)NC(=O)C2=CC=C(C=C2)CN3CCN(CC3)C)NC4=NC=CC(=N4)C5=CN=CC=C5. Drug 2: CC1C(C(CC(O1)OC2CC(OC(C2O)C)OC3=CC4=CC5=C(C(=O)C(C(C5)C(C(=O)C(C(C)O)O)OC)OC6CC(C(C(O6)C)O)OC7CC(C(C(O7)C)O)OC8CC(C(C(O8)C)O)(C)O)C(=C4C(=C3C)O)O)O)O. Cell line: DU-145. Synergy scores: CSS=49.9, Synergy_ZIP=1.21, Synergy_Bliss=0.186, Synergy_Loewe=-29.7, Synergy_HSA=-2.53.